From a dataset of Catalyst prediction with 721,799 reactions and 888 catalyst types from USPTO. Predict which catalyst facilitates the given reaction. (1) Reactant: [Cl:1][C:2]1[C:11]2[C:6](=[CH:7][CH:8]=[C:9]([C:12]([OH:29])([C:23]3[N:27]([CH3:28])[CH:26]=[N:25][CH:24]=3)[C:13]3[CH:14]=[N:15][C:16]([C:19]([F:22])([F:21])[F:20])=[CH:17][CH:18]=3)[CH:10]=2)[N:5]=[C:4]([O:30][CH3:31])[C:3]=1[OH:32]. Product: [Cl:1][C:2]1[C:11]2[C:6](=[CH:7][CH:8]=[C:9]([C:12]([C:23]3[N:27]([CH3:28])[CH:26]=[N:25][CH:24]=3)([C:13]3[CH:14]=[N:15][C:16]([C:19]([F:22])([F:20])[F:21])=[CH:17][CH:18]=3)[OH:29])[CH:10]=2)[N:5]=[C:4]([O:30][CH3:31])[C:3]=1[O:32][CH2:3][CH2:4][O:30][CH3:31]. The catalyst class is: 141. (2) Reactant: FC(F)(F)C(O)=O.C(O[C:13](=O)[N:14]([CH:16]1[CH2:21][CH2:20][N:19]([C:22]2[N:23]=[N:24][C:25]([C:30]3[CH:35]=[CH:34][N:33]=[CH:32][CH:31]=3)=[C:26]([CH3:29])[C:27]=2[CH3:28])[CH2:18][CH2:17]1)C)(C)(C)C. Product: [CH3:28][C:27]1[C:26]([CH3:29])=[C:25]([C:30]2[CH:31]=[CH:32][N:33]=[CH:34][CH:35]=2)[N:24]=[N:23][C:22]=1[N:19]1[CH2:18][CH2:17][CH:16]([NH:14][CH3:13])[CH2:21][CH2:20]1. The catalyst class is: 2. (3) Reactant: [NH2:1][C:2]1[CH:12]=[CH:11][C:5]([C:6]([O:8][CH2:9][CH3:10])=[O:7])=[CH:4][C:3]=1[O:13][CH3:14].C(#N)C.[Cl:18]N1C(=O)CCC1=O. Product: [NH2:1][C:2]1[C:3]([O:13][CH3:14])=[CH:4][C:5]([C:6]([O:8][CH2:9][CH3:10])=[O:7])=[CH:11][C:12]=1[Cl:18]. The catalyst class is: 644. (4) Reactant: C[O:2][C:3](=[O:13])[C:4]1[CH:9]=[CH:8][CH:7]=[C:6]([CH2:10][CH2:11][OH:12])[CH:5]=1.[OH-].[Na+]. Product: [OH:12][CH2:11][CH2:10][C:6]1[CH:5]=[C:4]([CH:9]=[CH:8][CH:7]=1)[C:3]([OH:13])=[O:2]. The catalyst class is: 5. (5) Reactant: [OH:1][C@H:2]1[CH2:17][N:5]2[CH2:6][CH2:7][N:8]([C:10]([O:12][C:13]([CH3:16])([CH3:15])[CH3:14])=[O:11])[CH2:9][C@@H:4]2[CH2:3]1.Cl[C:19]1[CH:24]=[CH:23][C:22]([Cl:25])=[CH:21][N:20]=1.CC(C)([O-])C.[K+]. Product: [Cl:25][C:22]1[CH:23]=[CH:24][C:19]([O:1][C@H:2]2[CH2:17][N:5]3[CH2:6][CH2:7][N:8]([C:10]([O:12][C:13]([CH3:14])([CH3:16])[CH3:15])=[O:11])[CH2:9][C@@H:4]3[CH2:3]2)=[N:20][CH:21]=1. The catalyst class is: 7. (6) Reactant: [F:1][C:2]1[CH:3]=[C:4]([OH:10])[CH:5]=[C:6]([F:9])[C:7]=1[F:8].C(=O)([O-])[O-].[K+].[K+].Cl[C:18]1([C:25]([O:27][CH2:28][CH3:29])=[O:26])[CH2:23][CH2:22][CH2:21][NH:20][C:19]1=[O:24].O. The catalyst class is: 163. Product: [O:24]=[C:19]1[C:18]([O:10][C:4]2[CH:3]=[C:2]([F:1])[C:7]([F:8])=[C:6]([F:9])[CH:5]=2)([C:25]([O:27][CH2:28][CH3:29])=[O:26])[CH2:23][CH2:22][CH2:21][NH:20]1. (7) Reactant: [CH:1]([N:4]1[CH2:9][CH2:8][CH:7]([O:10][C:11]2[CH:16]=[CH:15][C:14]([C:17]3([C:23](O)=[O:24])[CH2:22][CH2:21][O:20][CH2:19][CH2:18]3)=[CH:13][CH:12]=2)[CH2:6][CH2:5]1)([CH3:3])[CH3:2].[CH2:26]([NH:28][CH2:29][CH3:30])[CH3:27].F[P-](F)(F)(F)(F)F.N1(OC(N(C)C)=[N+](C)C)C2C=CC=CC=2N=N1.N1C=CC=CC=1. Product: [CH:1]([N:4]1[CH2:5][CH2:6][CH:7]([O:10][C:11]2[CH:16]=[CH:15][C:14]([C:17]3([C:23]([N:28]([CH2:29][CH3:30])[CH2:26][CH3:27])=[O:24])[CH2:18][CH2:19][O:20][CH2:21][CH2:22]3)=[CH:13][CH:12]=2)[CH2:8][CH2:9]1)([CH3:2])[CH3:3]. The catalyst class is: 35. (8) Reactant: Cl[C:2]1[C:3]2[C:4](=[CH:15][N:16](CC3C=CC(OC)=CC=3)[N:17]=2)[N:5]=[C:6]([C:8]2[CH:13]=[CH:12][CH:11]=[CH:10][C:9]=2[F:14])[N:7]=1.[CH3:27][N:28]([CH2:30][C:31]1[CH:32]=[C:33]([CH:35]=[CH:36][CH:37]=1)[NH2:34])[CH3:29].Cl. Product: [CH3:29][N:28]([CH2:30][C:31]1[CH:32]=[C:33]([NH:34][C:2]2[C:3]3[NH:17][N:16]=[CH:15][C:4]=3[N:5]=[C:6]([C:8]3[CH:13]=[CH:12][CH:11]=[CH:10][C:9]=3[F:14])[N:7]=2)[CH:35]=[CH:36][CH:37]=1)[CH3:27]. The catalyst class is: 71. (9) Reactant: C([O:3][C:4](=[O:21])[C:5]([CH3:20])=[CH:6][C:7]1[CH:12]=[CH:11][C:10]([C:13]([F:16])([F:15])[F:14])=[CH:9][C:8]=1[CH2:17][CH2:18][CH3:19])C.[Li+].[OH-]. Product: [CH3:20][C:5](=[CH:6][C:7]1[CH:12]=[CH:11][C:10]([C:13]([F:14])([F:15])[F:16])=[CH:9][C:8]=1[CH2:17][CH2:18][CH3:19])[C:4]([OH:21])=[O:3]. The catalyst class is: 20. (10) Reactant: [S:1]1[C:5]2[CH:6]=[CH:7][CH:8]=[CH:9][C:4]=2[N:3]=[C:2]1[NH:10][C:11]([C:13]1[CH:14]=[CH:15][CH:16]=[C:17]2[C:22]=1[CH2:21][N:20]([C:23]1[N:28]=[C:27]([C:29]([O:31][C:32]([CH3:35])([CH3:34])[CH3:33])=[O:30])[C:26]([C:36]3[CH:37]=[N:38][N:39]([CH2:41][C:42]4[CH:47]=[CH:46][C:45]([O:48][CH2:49][C:50]5[CH:55]=[CH:54][CH:53]=[CH:52][CH:51]=5)=[CH:44][CH:43]=4)[CH:40]=3)=[CH:25][CH:24]=1)[CH2:19][CH2:18]2)=[O:12].Cl[CH2:57][O:58][CH2:59][CH2:60][Si:61]([CH3:64])([CH3:63])[CH3:62].C(N(CC)CC)C. Product: [S:1]1[C:5]2[CH:6]=[CH:7][CH:8]=[CH:9][C:4]=2[N:3]=[C:2]1[N:10]([CH2:57][O:58][CH2:59][CH2:60][Si:61]([CH3:64])([CH3:63])[CH3:62])[C:11]([C:13]1[CH:14]=[CH:15][CH:16]=[C:17]2[C:22]=1[CH2:21][N:20]([C:23]1[N:28]=[C:27]([C:29]([O:31][C:32]([CH3:33])([CH3:35])[CH3:34])=[O:30])[C:26]([C:36]3[CH:37]=[N:38][N:39]([CH2:41][C:42]4[CH:43]=[CH:44][C:45]([O:48][CH2:49][C:50]5[CH:51]=[CH:52][CH:53]=[CH:54][CH:55]=5)=[CH:46][CH:47]=4)[CH:40]=3)=[CH:25][CH:24]=1)[CH2:19][CH2:18]2)=[O:12]. The catalyst class is: 7.